The task is: Predict which catalyst facilitates the given reaction.. This data is from Catalyst prediction with 721,799 reactions and 888 catalyst types from USPTO. (1) Reactant: [Al+3].[Cl-].[Cl-].[Cl-].[O:5]1[C:9](=[O:10])[CH:8]=[CH:7][C:6]1=[O:11].[Cl:12][C:13]1[CH:18]=[CH:17][CH:16]=[CH:15][C:14]=1[Cl:19].Cl. Product: [Cl:12][C:13]1[CH:18]=[C:17]([C:9](=[O:10])/[CH:8]=[CH:7]/[C:6]([OH:5])=[O:11])[CH:16]=[CH:15][C:14]=1[Cl:19]. The catalyst class is: 81. (2) Product: [CH3:1][C:2]1[N:3]([C:12]2[CH:17]=[C:16]([NH:18][C:19]3[N:24]=[C:23]([C:25]([F:28])([F:26])[F:27])[CH:22]=[CH:21][N:20]=3)[CH:15]=[C:14]([CH3:29])[CH:13]=2)[CH:4]=[C:5]([C:7]([OH:9])=[O:8])[N:6]=1. The catalyst class is: 24. Reactant: [CH3:1][C:2]1[N:3]([C:12]2[CH:17]=[C:16]([NH:18][C:19]3[N:24]=[C:23]([C:25]([F:28])([F:27])[F:26])[CH:22]=[CH:21][N:20]=3)[CH:15]=[C:14]([CH3:29])[CH:13]=2)[CH:4]=[C:5]([C:7]([O:9]CC)=[O:8])[N:6]=1.[OH-].[Na+].Cl. (3) Reactant: [CH3:1][C:2]1([CH3:21])[O:6][CH:5]([CH2:7][CH2:8][O:9][N:10]2C(=O)C3C(=CC=CC=3)C2=O)[CH2:4][O:3]1.CNN. Product: [CH3:1][C:2]1([CH3:21])[O:6][CH:5]([CH2:7][CH2:8][O:9][NH2:10])[CH2:4][O:3]1. The catalyst class is: 268.